From a dataset of KCNQ2 potassium channel screen with 302,405 compounds. Binary Classification. Given a drug SMILES string, predict its activity (active/inactive) in a high-throughput screening assay against a specified biological target. (1) The drug is S(=O)(=O)(NCCCC)c1ccc(OC)cc1. The result is 0 (inactive). (2) The molecule is [O-][N+](=O)/C=C1/NCCCCC1. The result is 0 (inactive). (3) The molecule is Clc1cn2c(CN3CCC(OC)CC3)c(nc2cc1)C(=O)N1CCc2c(C1)cccc2. The result is 0 (inactive). (4) The molecule is O=C(Nc1c(C(=O)N2CCN(CC2)c2ccccc2)cccc1)C1C(CC=CC1)C(O)=O. The result is 0 (inactive). (5) The compound is O(CCCC)C(=O)c1ccc(NC(=O)c2c(O)[nH]c(=O)[nH]c2=O)cc1. The result is 0 (inactive). (6) The drug is s1c(c(nc1NC(=O)CCCC)C)c1nc(sc1)Nc1c(OC)ccc(OC)c1. The result is 0 (inactive). (7) The compound is O=C(N1CC2CC(C1)c1n(C2)c(=O)ccc1)CCc1c(c2c(oc1=O)cc(OC)cc2)C. The result is 0 (inactive).